Dataset: Reaction yield outcomes from USPTO patents with 853,638 reactions. Task: Predict the reaction yield, written as a fraction of the theoretical maximum amount of product (1.0 means a 100% yield; for example, 0.34 means a 34% yield). (1) The reactants are [C:1]([C:3]1[CH:4]=[C:5]([CH:25]=[C:26]([CH3:28])[CH:27]=1)[C:6]([C:8]1[N:13]([CH2:14][CH2:15][O:16][C:17](=[O:19])[CH3:18])[C:12](=[O:20])[NH:11][C:10](=[O:21])[C:9]=1[CH:22]([CH3:24])[CH3:23])=[O:7])#[N:2].C(=O)([O-])[O-].[K+].[K+].Br[CH2:36][C:37]1[CH:42]=[CH:41][C:40]([O:43][CH3:44])=[CH:39][CH:38]=1.[I-].[Li+]. The catalyst is CN(C=O)C.C(OCC)(=O)C. The product is [C:1]([C:3]1[CH:4]=[C:5]([CH:25]=[C:26]([CH3:28])[CH:27]=1)[C:6]([C:8]1[N:13]([CH2:14][CH2:15][O:16][C:17](=[O:19])[CH3:18])[C:12](=[O:20])[N:11]([CH2:36][C:37]2[CH:42]=[CH:41][C:40]([O:43][CH3:44])=[CH:39][CH:38]=2)[C:10](=[O:21])[C:9]=1[CH:22]([CH3:24])[CH3:23])=[O:7])#[N:2]. The yield is 0.530. (2) The reactants are O.[C@@H:2]1([N:10]2[C:19]3[N:18]=[CH:17][N:16]=[C:14]([NH2:15])[C:13]=3[N:12]=[CH:11]2)[O:9][C@H:6]([CH2:7][OH:8])[C@@H:4]([OH:5])[CH2:3]1.CO[CH:22](OC)[N:23]([CH3:25])[CH3:24]. The catalyst is CO. The product is [CH3:22][N:23]([CH:25]=[N:15][C:14]1[C:13]2[N:12]=[CH:11][N:10]([C:19]=2[N:18]=[CH:17][N:16]=1)[C@@H:2]1[O:9][C@H:6]([CH2:7][OH:8])[C@@H:4]([OH:5])[CH2:3]1)[CH3:24]. The yield is 0.990. (3) The reactants are [C:1]([NH:4][C:5]1[C:10]2[O:11][CH2:12][O:13][C:9]=2[C:8]([C:14]([O:16][CH3:17])=[O:15])=[CH:7][CH:6]=1)(=[O:3])[CH3:2].C1C(=O)N([Cl:25])C(=O)C1. The catalyst is C(#N)C. The product is [C:1]([NH:4][C:5]1[C:10]2[O:11][CH2:12][O:13][C:9]=2[C:8]([C:14]([O:16][CH3:17])=[O:15])=[CH:7][C:6]=1[Cl:25])(=[O:3])[CH3:2]. The yield is 0.870. (4) The reactants are Cl[C:2]1[N:7]=[C:6]([N:8]2[CH2:13][CH2:12][O:11][CH2:10][C@@H:9]2[CH3:14])[N:5]=[C:4]([N:15]2[CH2:20][CH2:19][O:18][CH2:17][CH2:16]2)[N:3]=1.C(=O)([O-])[O-].[Na+].[Na+].[NH2:27][C:28]1[CH:33]=[CH:32][C:31](B2OC(C)(C)C(C)(C)O2)=[CH:30][CH:29]=1. The catalyst is COCCOC.C1(P(C2C=CC=CC=2)C2C=CC=CC=2)C=CC=CC=1.[Pd].[Pd].[Pd].[Pd]. The product is [CH3:14][C@H:9]1[CH2:10][O:11][CH2:12][CH2:13][N:8]1[C:6]1[N:5]=[C:4]([N:15]2[CH2:20][CH2:19][O:18][CH2:17][CH2:16]2)[N:3]=[C:2]([C:31]2[CH:32]=[CH:33][C:28]([NH2:27])=[CH:29][CH:30]=2)[N:7]=1. The yield is 0.710. (5) The yield is 0.830. No catalyst specified. The product is [Cl:1][C:2]1[CH:3]=[CH:4][C:5]2[NH:11][C:10](=[O:12])[CH2:9][C:8]3[CH:13]=[N:24][C:23]([CH:20]4[CH2:22][CH2:21]4)=[N:25][C:7]=3[C:6]=2[CH:18]=1. The reactants are [Cl:1][C:2]1[CH:3]=[CH:4][C:5]2[NH:11][C:10](=[O:12])[CH2:9][C:8](=[CH:13]N(C)C)[C:7](=O)[C:6]=2[CH:18]=1.Cl.[CH:20]1([C:23]([NH2:25])=[NH:24])[CH2:22][CH2:21]1. (6) The reactants are [CH3:1][C:2]1([CH3:8])[CH2:4][CH:3]1[C:5](O)=[O:6].O=C1N(P(Cl)(N2CCOC2=O)=O)CCO1.C(N(CC)CC)C.[Br:31][C:32]1[C:33]([F:42])=[C:34]2[C:40]([NH2:41])=[CH:39][NH:38][C:35]2=[N:36][CH:37]=1.C([O-])([O-])=O.[Na+].[Na+]. The catalyst is C(Cl)Cl. The product is [Br:31][C:32]1[C:33]([F:42])=[C:34]2[C:40]([NH:41][C:5]([CH:3]3[CH2:4][C:2]3([CH3:8])[CH3:1])=[O:6])=[CH:39][NH:38][C:35]2=[N:36][CH:37]=1. The yield is 0.474. (7) The reactants are [F:1][C:2]([F:34])([F:33])[C:3]1[CH:4]=[C:5]([CH:26]=[C:27]([C:29]([F:32])([F:31])[F:30])[CH:28]=1)[CH2:6][N:7]([CH:11]1[CH2:17][CH2:16][CH2:15][NH:14][C:13]2[CH:18]=[CH:19][C:20]([C:22]([F:25])([F:24])[F:23])=[CH:21][C:12]1=2)[C:8](=[O:10])[CH3:9].[Br:35]Br. The catalyst is CC(O)=O. The product is [F:30][C:29]([F:31])([F:32])[C:27]1[CH:26]=[C:5]([CH:4]=[C:3]([C:2]([F:1])([F:33])[F:34])[CH:28]=1)[CH2:6][N:7]([CH:11]1[CH2:17][CH2:16][CH2:15][NH:14][C:13]2[C:18]([Br:35])=[CH:19][C:20]([C:22]([F:23])([F:24])[F:25])=[CH:21][C:12]1=2)[C:8](=[O:10])[CH3:9]. The yield is 0.750. (8) The reactants are [C:1]([O:4][C@@H:5]1[C@@H:20]([O:21][C:22](=[O:24])[CH3:23])[C@H:19]([O:25][C:26](=[O:28])[CH3:27])[CH2:18][S:17][C@H:6]1[O:7][C:8]1[CH:13]=[C:12](Br)[CH:11]=[C:10]([F:15])[C:9]=1[F:16])(=[O:3])[CH3:2].[N:29]1[CH:34]=[CH:33][C:32](B(O)O)=[CH:31][CH:30]=1. No catalyst specified. The product is [C:1]([O:4][C@@H:5]1[C@@H:20]([O:21][C:22](=[O:24])[CH3:23])[C@H:19]([O:25][C:26](=[O:28])[CH3:27])[CH2:18][S:17][C@H:6]1[O:7][C:8]1[CH:13]=[C:12]([C:32]2[CH:33]=[CH:34][N:29]=[CH:30][CH:31]=2)[CH:11]=[C:10]([F:15])[C:9]=1[F:16])(=[O:3])[CH3:2]. The yield is 0.810. (9) The reactants are [N:1]1[CH:6]=[CH:5][CH:4]=[C:3]([NH:7][C@H:8]2[CH2:12][CH2:11][N:10]([C:13]3[CH:25]=[CH:24][C:16]([C:17]([O:19]C(C)(C)C)=O)=[CH:15][CH:14]=3)[CH2:9]2)[CH:2]=1.FC(F)(F)C(O)=O.CCN(CC)CC.F[P-](F)(F)(F)(F)F.[N:47]1(O[P+](N(C)C)(N(C)C)N(C)C)[C:51]2[CH:52]=[CH:53][CH:54]=[CH:55][C:50]=2[N:49]=N1. The catalyst is C(Cl)Cl.CN(C=O)C. The product is [NH2:47][C:51]1[CH:52]=[CH:53][CH:54]=[CH:55][C:50]=1[NH:49][C:17](=[O:19])[C:16]1[CH:15]=[CH:14][C:13]([N:10]2[CH2:11][CH2:12][C@H:8]([NH:7][C:3]3[CH:2]=[N:1][CH:6]=[CH:5][CH:4]=3)[CH2:9]2)=[CH:25][CH:24]=1. The yield is 0.520. (10) The reactants are Br[C:2]1[CH:3]=[C:4]2[C:8](=[C:9]([C:11]([NH2:13])=[O:12])[CH:10]=1)[NH:7][CH:6]=[C:5]2[CH:14]1[CH2:19][CH2:18][N:17]([S:20]([CH2:23][CH3:24])(=[O:22])=[O:21])[CH2:16][CH2:15]1.[F:25][C:26]1[N:31]=[CH:30][C:29](B(O)O)=[CH:28][CH:27]=1.C(=O)([O-])[O-].[K+].[K+].CCOC(C)=O. The catalyst is O1CCOCC1.O.[Cl-].[Na+].O.C1C=CC([P]([Pd]([P](C2C=CC=CC=2)(C2C=CC=CC=2)C2C=CC=CC=2)([P](C2C=CC=CC=2)(C2C=CC=CC=2)C2C=CC=CC=2)[P](C2C=CC=CC=2)(C2C=CC=CC=2)C2C=CC=CC=2)(C2C=CC=CC=2)C2C=CC=CC=2)=CC=1. The product is [CH2:23]([S:20]([N:17]1[CH2:18][CH2:19][CH:14]([C:5]2[C:4]3[C:8](=[C:9]([C:11]([NH2:13])=[O:12])[CH:10]=[C:2]([C:29]4[CH:30]=[N:31][C:26]([F:25])=[CH:27][CH:28]=4)[CH:3]=3)[NH:7][CH:6]=2)[CH2:15][CH2:16]1)(=[O:22])=[O:21])[CH3:24]. The yield is 0.430.